Task: Predict which catalyst facilitates the given reaction.. Dataset: Catalyst prediction with 721,799 reactions and 888 catalyst types from USPTO (1) Reactant: [Cl:1][C:2]1[CH:7]=[CH:6][C:5]([C:8]2[N:9]([C:18]3[CH:23]=[CH:22][CH:21]=[CH:20][C:19]=3[Cl:24])[N:10]=[C:11]3[C:16](O)=[N:15][CH:14]=[N:13][C:12]=23)=[CH:4][CH:3]=1.C(N(CC)C1C=CC=CC=1)C.O=P(Cl)(Cl)[Cl:38]. Product: [Cl:38][C:16]1[C:11]2[C:12](=[C:8]([C:5]3[CH:6]=[CH:7][C:2]([Cl:1])=[CH:3][CH:4]=3)[N:9]([C:18]3[CH:23]=[CH:22][CH:21]=[CH:20][C:19]=3[Cl:24])[N:10]=2)[N:13]=[CH:14][N:15]=1. The catalyst class is: 26. (2) Reactant: [Cl:1][C:2]1[CH:3]=[C:4]([N:8]2[C:13](=[O:14])[C:12](OS(C3C=CC(C)=CC=3)(=O)=O)=[C:11]([C:26]3[CH:31]=[CH:30][C:29]([S:32]([CH3:35])(=[O:34])=[O:33])=[CH:28][CH:27]=3)[CH:10]=[N:9]2)[CH:5]=[CH:6][CH:7]=1.[CH:36]1([Mg]Cl)[CH2:40][CH2:39][CH2:38][CH2:37]1.O. Product: [Cl:1][C:2]1[CH:3]=[C:4]([N:8]2[C:13](=[O:14])[C:12]([CH:36]3[CH2:40][CH2:39][CH2:38][CH2:37]3)=[C:11]([C:26]3[CH:27]=[CH:28][C:29]([S:32]([CH3:35])(=[O:33])=[O:34])=[CH:30][CH:31]=3)[CH:10]=[N:9]2)[CH:5]=[CH:6][CH:7]=1. The catalyst class is: 1.